Dataset: Full USPTO retrosynthesis dataset with 1.9M reactions from patents (1976-2016). Task: Predict the reactants needed to synthesize the given product. (1) The reactants are: [CH:1]1([NH:4][C:5](=[O:34])[C:6]2[CH:11]=[CH:10][C:9]([C:12]3[N:16]4[N:17]=[C:18]([S:26][C:27]5[CH:32]=[CH:31][CH:30]=[CH:29][CH:28]=5)[CH:19]=[C:20]([NH:21][CH2:22][CH:23]([CH3:25])[CH3:24])[C:15]4=[N:14][CH:13]=3)=[CH:8][C:7]=2[CH3:33])[CH2:3][CH2:2]1.[OH:35]OS([O-])=O.[K+].[OH2:41]. Given the product [CH:1]1([NH:4][C:5](=[O:34])[C:6]2[CH:11]=[CH:10][C:9]([C:12]3[N:16]4[N:17]=[C:18]([S:26]([C:27]5[CH:28]=[CH:29][CH:30]=[CH:31][CH:32]=5)(=[O:35])=[O:41])[CH:19]=[C:20]([NH:21][CH2:22][CH:23]([CH3:25])[CH3:24])[C:15]4=[N:14][CH:13]=3)=[CH:8][C:7]=2[CH3:33])[CH2:3][CH2:2]1, predict the reactants needed to synthesize it. (2) Given the product [OH:13][C:14]1[CH:23]=[C:22]([O:24][S:25]([C:28]2[CH:34]=[CH:33][C:31]([CH3:32])=[CH:30][CH:29]=2)(=[O:27])=[O:26])[CH:21]=[C:20]2[C:15]=1[C:16]([CH2:36][CH2:37][CH3:38])=[CH:17][C:18](=[O:35])[O:19]2, predict the reactants needed to synthesize it. The reactants are: N#N.S([O:13][C:14]1[CH:23]=[C:22]([O:24][S:25]([C:28]2[CH:34]=[CH:33][C:31]([CH3:32])=[CH:30][CH:29]=2)(=[O:27])=[O:26])[CH:21]=[C:20]2[C:15]=1[C:16]([CH2:36][CH2:37][CH3:38])=[CH:17][C:18](=[O:35])[O:19]2)(C1C=CC(C)=CC=1)(=O)=O.[F-].C([N+](CCCC)(CCCC)CCCC)CCC. (3) Given the product [F:1][C:2]1[C:3]([C:17]2[CH:22]=[CH:21][CH:20]=[CH:19][CH:18]=2)=[C:4]([NH:8][C:9](=[O:15])[O:10][C:11]([CH3:14])([CH3:13])[CH3:12])[CH:5]=[N:6][CH:7]=1, predict the reactants needed to synthesize it. The reactants are: [F:1][C:2]1[C:3](I)=[C:4]([NH:8][C:9](=[O:15])[O:10][C:11]([CH3:14])([CH3:13])[CH3:12])[CH:5]=[N:6][CH:7]=1.[C:17]1(B(O)O)[CH:22]=[CH:21][CH:20]=[CH:19][CH:18]=1.C([O-])([O-])=O.[Na+].[Na+].C1(C)C=CC=CC=1. (4) Given the product [CH3:1][O:2][C:3]([NH:5][C@@H:6]([CH:52]([CH3:54])[CH3:53])[C:7]([N:9]1[CH2:13][C@@H:12]([CH2:14][O:15][CH3:16])[CH2:11][C@H:10]1[C:17]1[NH:18][C:19]([C:22]2[CH:23]=[CH:24][C:25]([C:28]3[CH:33]=[CH:32][C:31]([C:34]4[NH:38][C:37]([C@@H:39]5[CH2:43][C@H:42]([CH3:44])[CH2:41][N:40]5[C:65](=[O:67])[C@H:64]([NH:63][C:61](=[O:62])[O:60][C:56]([CH3:57])([CH3:58])[CH3:59])[C:68]5[CH:73]=[CH:72][CH:71]=[CH:70][CH:69]=5)=[N:36][CH:35]=4)=[CH:30][CH:29]=3)=[CH:26][CH:27]=2)=[CH:20][N:21]=1)=[O:8])=[O:4], predict the reactants needed to synthesize it. The reactants are: [CH3:1][O:2][C:3]([NH:5][C@@H:6]([CH:52]([CH3:54])[CH3:53])[C:7]([N:9]1[CH2:13][C@@H:12]([CH2:14][O:15][CH3:16])[CH2:11][C@H:10]1[C:17]1[NH:18][C:19]([C:22]2[CH:27]=[CH:26][C:25]([C:28]3[CH:33]=[CH:32][C:31]([C:34]4[NH:38][C:37]([C@@H:39]5[CH2:43][C@H:42]([CH3:44])[CH2:41][N:40]5C(OC(C)(C)C)=O)=[N:36][CH:35]=4)=[CH:30][CH:29]=3)=[CH:24][CH:23]=2)=[CH:20][N:21]=1)=[O:8])=[O:4].Cl.[C:56]([O:60][C:61]([NH:63][C@H:64]([C:68]1[CH:73]=[CH:72][CH:71]=[CH:70][CH:69]=1)[C:65]([OH:67])=O)=[O:62])([CH3:59])([CH3:58])[CH3:57].CCOC(C(C#N)=NOC(N1CCOCC1)=[N+](C)C)=O.F[P-](F)(F)(F)(F)F.CCN(C(C)C)C(C)C. (5) The reactants are: [Br:1][C:2]1[C:3]([C:11]([OH:13])=[O:12])=[C:4]2[NH:10][CH:9]=[N:8][C:5]2=[N:6][CH:7]=1.OS(O)(=O)=O.[CH3:19]O. Given the product [Br:1][C:2]1[C:3]([C:11]([O:13][CH3:19])=[O:12])=[C:4]2[NH:10][CH:9]=[N:8][C:5]2=[N:6][CH:7]=1, predict the reactants needed to synthesize it. (6) The reactants are: NC1(C2C=CC(C3C(=O)C4C(=CC=C(F)C=4)OC=3C3C=CC=CC=3)=CC=2)CCC1.C(OC(=O)[NH:36][C:37]1([C:41]2[CH:46]=[CH:45][C:44]([C:47]3[C:48](=[O:67])[C:49]4[CH:57]=[CH:56][C:55]5[C:51](=[CH:52][N:53]([CH3:58])[N:54]=5)[C:50]=4[O:59][C:60]=3[C:61]3[CH:66]=[CH:65][CH:64]=[CH:63][CH:62]=3)=[CH:43][CH:42]=2)[CH2:40][CH2:39][CH2:38]1)(C)(C)C. Given the product [NH2:36][C:37]1([C:41]2[CH:46]=[CH:45][C:44]([C:47]3[C:48](=[O:67])[C:49]4[CH:57]=[CH:56][C:55]5[C:51](=[CH:52][N:53]([CH3:58])[N:54]=5)[C:50]=4[O:59][C:60]=3[C:61]3[CH:62]=[CH:63][CH:64]=[CH:65][CH:66]=3)=[CH:43][CH:42]=2)[CH2:38][CH2:39][CH2:40]1, predict the reactants needed to synthesize it. (7) The reactants are: [N:1]1[CH:6]=[CH:5][CH:4]=[C:3]([CH2:7][OH:8])[CH:2]=1.Br[C:10]1[N:11]=[CH:12][C:13]([NH:17][S:18]([C:21]2[CH:26]=[CH:25][CH:24]=[C:23]([Cl:27])[C:22]=2[Cl:28])(=[O:20])=[O:19])=[N:14][C:15]=1[Cl:16]. Given the product [Cl:28][C:22]1[C:23]([Cl:27])=[CH:24][CH:25]=[CH:26][C:21]=1[S:18]([NH:17][C:13]1[C:12]([O:8][CH2:7][C:3]2[CH:2]=[N:1][CH:6]=[CH:5][CH:4]=2)=[N:11][CH:10]=[C:15]([Cl:16])[N:14]=1)(=[O:20])=[O:19], predict the reactants needed to synthesize it.